From a dataset of Catalyst prediction with 721,799 reactions and 888 catalyst types from USPTO. Predict which catalyst facilitates the given reaction. (1) Reactant: [CH3:1][CH2:2][CH2:3][CH2:4][CH2:5][NH:6][C:7]([NH:9]/[N:10]=[CH:11]/[C:12]1[C:16]2[CH:17]=[C:18]([O:21][CH3:22])[CH:19]=[CH:20][C:15]=2[NH:14][CH:13]=1)=[NH:8].[C:23]([OH:30])(=[O:29])/[CH:24]=[CH:25]\[C:26]([OH:28])=[O:27].C(Cl)Cl. Product: [CH3:1][CH2:2][CH2:3][CH2:4][CH2:5][NH:6][C:7]([NH:9]/[N:10]=[CH:11]/[C:12]1[C:16]2[CH:17]=[C:18]([O:21][CH3:22])[CH:19]=[CH:20][C:15]=2[NH:14][CH:13]=1)=[NH:8].[CH:24](/[C:23]([OH:30])=[O:29])=[CH:25]/[C:26]([OH:28])=[O:27]. The catalyst class is: 5. (2) Reactant: [OH:1][C:2]1[CH:7]=[C:6]([Cl:8])[N:5]=[N:4][C:3]=1Cl.[CH:10]1([C:13]2[CH:18]=[CH:17][CH:16]=[C:15]([CH3:19])[C:14]=2[OH:20])[CH2:12][CH2:11]1.[OH-].[K+].Cl. Product: [Cl:8][C:6]1[N:5]=[N:4][C:3]([O:20][C:14]2[C:15]([CH3:19])=[CH:16][CH:17]=[CH:18][C:13]=2[CH:10]2[CH2:11][CH2:12]2)=[C:2]([OH:1])[CH:7]=1. The catalyst class is: 5.